The task is: Predict the reaction yield, written as a fraction of the theoretical maximum amount of product (1.0 means a 100% yield; for example, 0.34 means a 34% yield).. This data is from Reaction yield outcomes from USPTO patents with 853,638 reactions. The product is [NH2:6][C:7]1[S:11][N:10]=[C:9]([CH3:12])[C:8]=1[C:13]([NH2:14])=[O:2]. The yield is 0.800. No catalyst specified. The reactants are S(=O)(=O)(O)[OH:2].[NH2:6][C:7]1[S:11][N:10]=[C:9]([CH3:12])[C:8]=1[C:13]#[N:14].N.